This data is from Catalyst prediction with 721,799 reactions and 888 catalyst types from USPTO. The task is: Predict which catalyst facilitates the given reaction. (1) Product: [F:18][C:19]1[CH:26]=[CH:25][C:22]([CH2:23][O:8][C:5]2[CH:6]=[CH:7][C:2]([OH:1])=[C:3]([C:9](=[O:11])[CH3:10])[CH:4]=2)=[CH:21][CH:20]=1. Reactant: [OH:1][C:2]1[CH:7]=[CH:6][C:5]([OH:8])=[CH:4][C:3]=1[C:9](=[O:11])[CH3:10].C(=O)([O-])[O-].[K+].[K+].[F:18][C:19]1[CH:26]=[CH:25][C:22]([CH2:23]Br)=[CH:21][CH:20]=1. The catalyst class is: 10. (2) Reactant: [C:1]([C:5]1[CH:10]=[CH:9][C:8]([CH:11]2[NH:16][CH2:15][CH2:14][N:13]3[CH:17]=[CH:18][CH:19]=[C:12]23)=[CH:7][CH:6]=1)([CH3:4])([CH3:3])[CH3:2].[F:20][C:21]1[CH:26]=[C:25]([F:27])[CH:24]=[CH:23][C:22]=1[N:28]=[C:29]=[O:30]. Product: [C:1]([C:5]1[CH:6]=[CH:7][C:8]([CH:11]2[N:16]([C:29]([NH:28][C:22]3[CH:23]=[CH:24][C:25]([F:27])=[CH:26][C:21]=3[F:20])=[O:30])[CH2:15][CH2:14][N:13]3[CH:17]=[CH:18][CH:19]=[C:12]23)=[CH:9][CH:10]=1)([CH3:4])([CH3:2])[CH3:3]. The catalyst class is: 1. (3) Reactant: CC(OC(/N=N/C(OC(C)C)=O)=O)C.[F:15][C:16]([F:40])([F:39])[C:17]1[N:21]2[N:22]=[C:23]([N:26]3[CH2:31][CH2:30][N:29]([C:32]4[CH:37]=[CH:36][C:35]([OH:38])=[CH:34][CH:33]=4)[CH2:28][CH2:27]3)[CH:24]=[CH:25][C:20]2=[N:19][N:18]=1.[CH3:41][N:42]1[C:46]([CH2:47][CH2:48]O)=[CH:45][CH:44]=[N:43]1.C1(P(C2C=CC=CC=2)C2C=CC=CC=2)C=CC=CC=1. Product: [CH3:41][N:42]1[C:46]([CH2:47][CH2:48][O:38][C:35]2[CH:36]=[CH:37][C:32]([N:29]3[CH2:28][CH2:27][N:26]([C:23]4[CH:24]=[CH:25][C:20]5[N:21]([C:17]([C:16]([F:15])([F:39])[F:40])=[N:18][N:19]=5)[N:22]=4)[CH2:31][CH2:30]3)=[CH:33][CH:34]=2)=[CH:45][CH:44]=[N:43]1. The catalyst class is: 1. (4) Reactant: [C:1]([C@H:5]1[CH2:10][CH2:9][C@H:8]([C:11]([OH:13])=O)[CH2:7][CH2:6]1)([O:3][CH3:4])=[O:2].S(Cl)(Cl)=O.[I-].[CH3:19][O:20][C:21]1[CH:26]=[CH:25][CH:24]=[CH:23][C:22]=1[Zn+]. Product: [CH3:4][O:3][C:1]([CH:5]1[CH2:6][CH2:7][CH:8]([C:11](=[O:13])[C:22]2[CH:23]=[CH:24][CH:25]=[CH:26][C:21]=2[O:20][CH3:19])[CH2:9][CH2:10]1)=[O:2]. The catalyst class is: 7. (5) Reactant: Cl[C:2]1[N:7]=[C:6]([Cl:8])[N:5]=[C:4]([Cl:9])[N:3]=1.[Br:10][C:11]1[CH:17]=[C:16]([CH3:18])[C:14]([NH2:15])=[C:13]([CH3:19])[CH:12]=1. Product: [Br:10][C:11]1[CH:17]=[C:16]([CH3:18])[C:14]([NH:15][C:2]2[N:7]=[C:6]([Cl:8])[N:5]=[C:4]([Cl:9])[N:3]=2)=[C:13]([CH3:19])[CH:12]=1. The catalyst class is: 12.